This data is from Catalyst prediction with 721,799 reactions and 888 catalyst types from USPTO. The task is: Predict which catalyst facilitates the given reaction. (1) Reactant: [Cl:1][C:2]1[CH:3]=[C:4]([NH:9][C:10]2[N:15]=[C:14]([N:16]3[CH2:21][CH2:20][O:19][CH2:18][CH2:17]3)[C:13]([C:22]([OH:24])=O)=[CH:12][N:11]=2)[CH:5]=[CH:6][C:7]=1[F:8].F[P-](F)(F)(F)(F)F.[N:32]1(O[P+](N(C)C)(N(C)C)N(C)C)[C:36]2[CH:37]=[CH:38][CH:39]=[CH:40][C:35]=2[N:34]=N1.CCN(CC)CC.C1(N)C=CC=CC=1N. The catalyst class is: 18. Product: [NH2:32][C:36]1[CH:37]=[CH:38][CH:39]=[CH:40][C:35]=1[NH:34][C:22]([C:13]1[C:14]([N:16]2[CH2:17][CH2:18][O:19][CH2:20][CH2:21]2)=[N:15][C:10]([NH:9][C:4]2[CH:5]=[CH:6][C:7]([F:8])=[C:2]([Cl:1])[CH:3]=2)=[N:11][CH:12]=1)=[O:24]. (2) Reactant: [Cl:1][C:2]1[C:3]([NH:23][C:24]2[CH:28]=[C:27]([CH3:29])[NH:26][N:25]=2)=[N:4][C:5]([NH:8][C:9]2[CH:14]=[C:13]([CH3:15])[C:12]([CH:16]3[CH2:21][CH2:20][NH:19][CH2:18][CH2:17]3)=[CH:11][C:10]=2[CH3:22])=[N:6][CH:7]=1.C([O-])([O-])=O.[Cs+].[Cs+].I[CH:37]1[CH2:42][CH2:41][S:40][CH2:39][CH2:38]1.[NH4+].[Cl-]. Product: [Cl:1][C:2]1[C:3]([NH:23][C:24]2[CH:28]=[C:27]([CH3:29])[NH:26][N:25]=2)=[N:4][C:5]([NH:8][C:9]2[CH:14]=[C:13]([CH3:15])[C:12]([CH:16]3[CH2:21][CH2:20][N:19]([CH:37]4[CH2:42][CH2:41][S:40][CH2:39][CH2:38]4)[CH2:18][CH2:17]3)=[CH:11][C:10]=2[CH3:22])=[N:6][CH:7]=1. The catalyst class is: 10. (3) Reactant: [CH3:1][O:2][C:3](=[O:18])[C:4]1[CH:9]=[C:8]([N+:10]([O-:12])=[O:11])[C:7]([O:13][CH3:14])=[C:6]([N+:15]([O-])=O)[CH:5]=1.[C:19]1(C)C=CC=CC=1. Product: [CH3:19][CH2:14][O:13][CH2:7][CH3:8].[CH3:7][CH2:6][CH2:5][CH:4]([CH3:9])[CH3:3].[NH2:15][C:6]1[CH:5]=[C:4]([CH:9]=[C:8]([N+:10]([O-:12])=[O:11])[C:7]=1[O:13][CH3:14])[C:3]([O:2][CH3:1])=[O:18]. The catalyst class is: 409.